Dataset: NCI-60 drug combinations with 297,098 pairs across 59 cell lines. Task: Regression. Given two drug SMILES strings and cell line genomic features, predict the synergy score measuring deviation from expected non-interaction effect. (1) Drug 1: CN(C)C(=N)N=C(N)N. Drug 2: CS(=O)(=O)CCNCC1=CC=C(O1)C2=CC3=C(C=C2)N=CN=C3NC4=CC(=C(C=C4)OCC5=CC(=CC=C5)F)Cl. Cell line: SW-620. Synergy scores: CSS=-3.97, Synergy_ZIP=4.64, Synergy_Bliss=0.357, Synergy_Loewe=-1.51, Synergy_HSA=-2.62. (2) Drug 1: C1=CC=C(C(=C1)C(C2=CC=C(C=C2)Cl)C(Cl)Cl)Cl. Drug 2: CC12CCC3C(C1CCC2O)C(CC4=C3C=CC(=C4)O)CCCCCCCCCS(=O)CCCC(C(F)(F)F)(F)F. Cell line: MALME-3M. Synergy scores: CSS=5.35, Synergy_ZIP=-4.21, Synergy_Bliss=-5.05, Synergy_Loewe=0.846, Synergy_HSA=-1.06.